This data is from CYP2C19 inhibition data for predicting drug metabolism from PubChem BioAssay. The task is: Regression/Classification. Given a drug SMILES string, predict its absorption, distribution, metabolism, or excretion properties. Task type varies by dataset: regression for continuous measurements (e.g., permeability, clearance, half-life) or binary classification for categorical outcomes (e.g., BBB penetration, CYP inhibition). Dataset: cyp2c19_veith. (1) The compound is CCC(Sc1ncccc1C(=O)O)C(=O)N1CCOCC1. The result is 0 (non-inhibitor). (2) The compound is CN(Cc1ccco1)c1ncncc1-c1ccccc1C(F)(F)F. The result is 1 (inhibitor). (3) The compound is Cc1cccc(CNc2nc(-c3ccc(C(=O)N(C)C)cc3)nc3ccccc23)c1. The result is 1 (inhibitor). (4) The result is 1 (inhibitor). The compound is COC(=O)c1sccc1NC(=O)CSc1ccc(Cl)cc1.